The task is: Predict the reactants needed to synthesize the given product.. This data is from Full USPTO retrosynthesis dataset with 1.9M reactions from patents (1976-2016). (1) Given the product [C:20]1([O:26][C:27](=[O:28])[NH:1][C:2]2[S:3][C:4]([CH:7]3[CH2:10][CH2:9][CH2:8]3)=[CH:5][N:6]=2)[CH:25]=[CH:24][CH:23]=[CH:22][CH:21]=1, predict the reactants needed to synthesize it. The reactants are: [NH2:1][C:2]1[S:3][C:4]([CH:7]2[CH2:10][CH2:9][CH2:8]2)=[CH:5][N:6]=1.C(N(C(C)C)CC)(C)C.[C:20]1([O:26][C:27](Cl)=[O:28])[CH:25]=[CH:24][CH:23]=[CH:22][CH:21]=1. (2) Given the product [CH2:13]([C@@:20]12[CH2:33][CH2:32][C@:31]([OH:38])([C:34]([F:35])([F:36])[F:37])[CH2:30][C@H:29]1[CH:28]=[CH:27][C:26]1[CH:25]=[C:24]([C:40]([O:42][CH3:43])=[O:41])[CH:23]=[CH:22][C:21]2=1)[C:14]1[CH:19]=[CH:18][CH:17]=[CH:16][CH:15]=1, predict the reactants needed to synthesize it. The reactants are: O.CC1C=CC(S(O)(=O)=O)=CC=1.[CH2:13]([C@@:20]12[CH2:33][CH2:32][C@:31]([OH:38])([C:34]([F:37])([F:36])[F:35])[CH2:30][C@H:29]1[CH2:28][CH:27](O)[C:26]1[CH:25]=[C:24]([C:40]([O:42][CH3:43])=[O:41])[CH:23]=[CH:22][C:21]2=1)[C:14]1[CH:19]=[CH:18][CH:17]=[CH:16][CH:15]=1.